Task: Regression. Given two drug SMILES strings and cell line genomic features, predict the synergy score measuring deviation from expected non-interaction effect.. Dataset: NCI-60 drug combinations with 297,098 pairs across 59 cell lines (1) Drug 2: C#CCC(CC1=CN=C2C(=N1)C(=NC(=N2)N)N)C3=CC=C(C=C3)C(=O)NC(CCC(=O)O)C(=O)O. Cell line: SF-295. Synergy scores: CSS=48.1, Synergy_ZIP=-4.41, Synergy_Bliss=-4.02, Synergy_Loewe=-2.25, Synergy_HSA=0.734. Drug 1: CC=C1C(=O)NC(C(=O)OC2CC(=O)NC(C(=O)NC(CSSCCC=C2)C(=O)N1)C(C)C)C(C)C. (2) Drug 1: C(CN)CNCCSP(=O)(O)O. Drug 2: CC1C(C(CC(O1)OC2CC(CC3=C2C(=C4C(=C3O)C(=O)C5=C(C4=O)C(=CC=C5)OC)O)(C(=O)CO)O)N)O.Cl. Cell line: HL-60(TB). Synergy scores: CSS=44.6, Synergy_ZIP=1.39, Synergy_Bliss=2.40, Synergy_Loewe=-33.4, Synergy_HSA=2.74. (3) Drug 1: C(=O)(N)NO. Drug 2: C1=NNC2=C1C(=O)NC=N2. Cell line: SW-620. Synergy scores: CSS=4.05, Synergy_ZIP=-3.06, Synergy_Bliss=-2.67, Synergy_Loewe=-7.64, Synergy_HSA=-3.93. (4) Drug 1: CC(C1=C(C=CC(=C1Cl)F)Cl)OC2=C(N=CC(=C2)C3=CN(N=C3)C4CCNCC4)N. Drug 2: CC12CCC3C(C1CCC2=O)CC(=C)C4=CC(=O)C=CC34C. Cell line: DU-145. Synergy scores: CSS=51.4, Synergy_ZIP=1.62, Synergy_Bliss=4.05, Synergy_Loewe=2.49, Synergy_HSA=2.97.